From a dataset of Catalyst prediction with 721,799 reactions and 888 catalyst types from USPTO. Predict which catalyst facilitates the given reaction. (1) Reactant: Cl[C:2]1[N:7]=[C:6]([NH:8][C:9]2[CH:14]=[CH:13][CH:12]=[CH:11][C:10]=2[S:15]([NH:18][CH3:19])(=[O:17])=[O:16])[C:5]([N+:20]([O-:22])=[O:21])=[CH:4][N:3]=1.[CH3:23][O:24][C:25]1[CH:31]=[CH:30][C:29]([O:32][CH3:33])=[CH:28][C:26]=1[NH2:27]. Product: [CH3:23][O:24][C:25]1[CH:31]=[CH:30][C:29]([O:32][CH3:33])=[CH:28][C:26]=1[NH:27][C:2]1[N:7]=[C:6]([NH:8][C:9]2[CH:14]=[CH:13][CH:12]=[CH:11][C:10]=2[S:15]([NH:18][CH3:19])(=[O:17])=[O:16])[C:5]([N+:20]([O-:22])=[O:21])=[CH:4][N:3]=1. The catalyst class is: 14. (2) Reactant: [NH2:1][C@H:2]([CH3:14])[C:3]([N:5]([CH2:7][C:8]1[CH:13]=[CH:12][CH:11]=[CH:10][CH:9]=1)[CH3:6])=O.[H-].[H-].[H-].[H-].[Li+].[Al+3].O.[OH-].[Na+]. Product: [CH2:7]([N:5]([CH3:6])[CH2:3][C@H:2]([NH2:1])[CH3:14])[C:8]1[CH:13]=[CH:12][CH:11]=[CH:10][CH:9]=1. The catalyst class is: 1. (3) The catalyst class is: 8. Reactant: [Br:1][C:2]1[C:3]([O:13][CH3:14])=[C:4]([CH:10]([NH2:12])[CH3:11])[CH:5]=[C:6]([Cl:9])[C:7]=1[CH3:8].Br[C:16]1[N:24]=[CH:23][N:22]=[C:21]2[C:17]=1[N:18]=[CH:19][N:20]2[CH:25]1[CH2:30][CH2:29][CH2:28][CH2:27][O:26]1.C(N(CC)C(C)C)(C)C. Product: [Br:1][C:2]1[C:3]([O:13][CH3:14])=[C:4]([CH:10]([NH:12][C:16]2[N:24]=[CH:23][N:22]=[C:21]3[C:17]=2[N:18]=[CH:19][N:20]3[CH:25]2[CH2:30][CH2:29][CH2:28][CH2:27][O:26]2)[CH3:11])[CH:5]=[C:6]([Cl:9])[C:7]=1[CH3:8]. (4) Reactant: [Cl:1][C:2]1[CH:7]=[CH:6][C:5]([C:8]2[C:13]([C:14]([OH:16])=[O:15])=[CH:12][N:11]=[CH:10][CH:9]=2)=[C:4](F)[CH:3]=1.C([O-])([O-])=O.[Cs+].[Cs+]. Product: [Cl:1][C:2]1[CH:7]=[CH:6][C:5]2[C:8]3[C:13](=[CH:12][N:11]=[CH:10][CH:9]=3)[C:14](=[O:16])[O:15][C:4]=2[CH:3]=1. The catalyst class is: 58. (5) Reactant: Cl[C:2]1[C:3]([C:13]([O:15][CH2:16][CH3:17])=[O:14])=[N:4][C:5]2[C:10]([N:11]=1)=[CH:9][CH:8]=[C:7]([F:12])[CH:6]=2.[CH3:18]B1OB(C)OB(C)O1.ClCCl.C(=O)([O-])[O-].[K+].[K+]. Product: [F:12][C:7]1[CH:6]=[C:5]2[C:10]([N:11]=[C:2]([CH3:18])[C:3]([C:13]([O:15][CH2:16][CH3:17])=[O:14])=[N:4]2)=[CH:9][CH:8]=1. The catalyst class is: 75.